Dataset: Full USPTO retrosynthesis dataset with 1.9M reactions from patents (1976-2016). Task: Predict the reactants needed to synthesize the given product. Given the product [Cl:30][C:27]1[CH:28]=[CH:29][C:24]([C:21]2[S:22][CH:23]=[C:19]([CH2:18][S:17][C:4]3[C:5]([C:15]#[N:16])=[C:6]([C:10]4[CH:14]=[CH:13][NH:12][N:11]=4)[C:7]([C:8]#[N:9])=[C:2]([NH:31][CH2:32][CH2:33][OH:34])[N:3]=3)[N:20]=2)=[CH:25][CH:26]=1, predict the reactants needed to synthesize it. The reactants are: Cl[C:2]1[C:7]([C:8]#[N:9])=[C:6]([C:10]2[CH:14]=[CH:13][NH:12][N:11]=2)[C:5]([C:15]#[N:16])=[C:4]([S:17][CH2:18][C:19]2[N:20]=[C:21]([C:24]3[CH:29]=[CH:28][C:27]([Cl:30])=[CH:26][CH:25]=3)[S:22][CH:23]=2)[N:3]=1.[NH2:31][CH2:32][CH2:33][OH:34].CO.